From a dataset of NCI-60 drug combinations with 297,098 pairs across 59 cell lines. Regression. Given two drug SMILES strings and cell line genomic features, predict the synergy score measuring deviation from expected non-interaction effect. Synergy scores: CSS=53.3, Synergy_ZIP=-3.87, Synergy_Bliss=-4.73, Synergy_Loewe=-4.99, Synergy_HSA=0.403. Cell line: SW-620. Drug 2: CC1CCC2CC(C(=CC=CC=CC(CC(C(=O)C(C(C(=CC(C(=O)CC(OC(=O)C3CCCCN3C(=O)C(=O)C1(O2)O)C(C)CC4CCC(C(C4)OC)OP(=O)(C)C)C)C)O)OC)C)C)C)OC. Drug 1: C1=CC(=C(C=C1I)F)NC2=C(C=CC(=C2F)F)C(=O)NOCC(CO)O.